Task: Binary Classification. Given a drug SMILES string, predict its activity (active/inactive) in a high-throughput screening assay against a specified biological target.. Dataset: M1 muscarinic receptor antagonist screen with 61,756 compounds The compound is S(CCNC(=O)Cc1ccccc1)Cc1occc1. The result is 0 (inactive).